This data is from Reaction yield outcomes from USPTO patents with 853,638 reactions. The task is: Predict the reaction yield, written as a fraction of the theoretical maximum amount of product (1.0 means a 100% yield; for example, 0.34 means a 34% yield). (1) The reactants are O[CH2:2][C:3]1[CH:12]=[N:11][C:10]2[N:9]3[CH2:13][CH2:14][CH2:15][C@H:8]3[C:7](=[O:16])[NH:6][C:5]=2[CH:4]=1.[N:17]1([C:23]2[CH:33]=[CH:32][C:26]([C:27]([O:29][CH2:30][CH3:31])=[O:28])=[CH:25][N:24]=2)[CH2:22][CH2:21][NH:20][CH2:19][CH2:18]1.CCN(C(C)C)C(C)C.[I-].C(C[P+](C)(C)C)#N. The catalyst is C(#N)CC.C([O-])([O-])=O.[K+].[K+].O. The yield is 0.770. The product is [O:16]=[C:7]1[NH:6][C:5]2[CH:4]=[C:3]([CH2:2][N:20]3[CH2:21][CH2:22][N:17]([C:23]4[CH:33]=[CH:32][C:26]([C:27]([O:29][CH2:30][CH3:31])=[O:28])=[CH:25][N:24]=4)[CH2:18][CH2:19]3)[CH:12]=[N:11][C:10]=2[N:9]2[CH2:13][CH2:14][CH2:15][C@@H:8]12. (2) The reactants are [Si:1]([O:8][C@H:9]([C:33]1[CH:34]=[N:35][CH:36]=[CH:37][CH:38]=1)[C@H:10]1[CH2:14][CH2:13][C@@H:12]([CH2:15][C:16]2[CH:21]=[CH:20][C:19]([C:22]([O:24]C)=[O:23])=[CH:18][CH:17]=2)[N:11]1[C:26]([O:28][C:29]([CH3:32])([CH3:31])[CH3:30])=[O:27])([C:4]([CH3:7])([CH3:6])[CH3:5])([CH3:3])[CH3:2].[OH-].[Li+]. The catalyst is CO.O.O. The product is [C:29]([O:28][C:26]([N:11]1[C@@H:10]([C@H:9]([O:8][Si:1]([C:4]([CH3:6])([CH3:5])[CH3:7])([CH3:3])[CH3:2])[C:33]2[CH:34]=[N:35][CH:36]=[CH:37][CH:38]=2)[CH2:14][CH2:13][C@H:12]1[CH2:15][C:16]1[CH:17]=[CH:18][C:19]([C:22]([OH:24])=[O:23])=[CH:20][CH:21]=1)=[O:27])([CH3:30])([CH3:31])[CH3:32]. The yield is 0.740. (3) The reactants are C[O:2][C:3]1[CH:20]=[C:19]([O:21][CH3:22])[CH:18]=[C:17]2[C:4]=1[C@@:5]1([CH3:26])[C@H:14]([CH2:15][O:16]2)[C@:13]2([CH3:23])[C@H:8]([C:9]([CH3:25])([CH3:24])[CH2:10][CH2:11][CH2:12]2)[CH2:7][CH2:6]1.CN1C(=O)CCC1. The catalyst is CCOC(C)=O. The product is [CH3:22][O:21][C:19]1[CH:18]=[C:17]2[C:4]([C@@:5]3([CH3:26])[C@H:14]([CH2:15][O:16]2)[C@:13]2([CH3:23])[C@H:8]([C:9]([CH3:25])([CH3:24])[CH2:10][CH2:11][CH2:12]2)[CH2:7][CH2:6]3)=[C:3]([OH:2])[CH:20]=1. The yield is 0.430.